Task: Predict the reaction yield, written as a fraction of the theoretical maximum amount of product (1.0 means a 100% yield; for example, 0.34 means a 34% yield).. Dataset: Reaction yield outcomes from USPTO patents with 853,638 reactions The reactants are [CH:1]1[C:14]2[CH:13]=[C:12](B(O)O)[C:11]3[C:6](=[CH:7][CH:8]=[CH:9][CH:10]=3)[C:5]=2[CH:4]=[CH:3][CH:2]=1.[Br:18][C:19]1[CH:28]=[CH:27][C:26]2[C:21](=[CH:22][C:23](Br)=[CH:24][CH:25]=2)[CH:20]=1.C(COC)OC.C(=O)([O-])[O-].[Na+].[Na+]. The catalyst is C1C=CC([P]([Pd]([P](C2C=CC=CC=2)(C2C=CC=CC=2)C2C=CC=CC=2)([P](C2C=CC=CC=2)(C2C=CC=CC=2)C2C=CC=CC=2)[P](C2C=CC=CC=2)(C2C=CC=CC=2)C2C=CC=CC=2)(C2C=CC=CC=2)C2C=CC=CC=2)=CC=1.O.C1(C)C=CC=CC=1. The product is [Br:18][C:19]1[CH:20]=[C:21]2[C:26]([CH:25]=[CH:24][C:23]([C:12]3[C:11]4[C:6]([C:5]5[CH:4]=[CH:3][CH:2]=[CH:1][C:14]=5[CH:13]=3)=[CH:7][CH:8]=[CH:9][CH:10]=4)=[CH:22]2)=[CH:27][CH:28]=1. The yield is 0.310.